Dataset: Reaction yield outcomes from USPTO patents with 853,638 reactions. Task: Predict the reaction yield, written as a fraction of the theoretical maximum amount of product (1.0 means a 100% yield; for example, 0.34 means a 34% yield). (1) The reactants are CCN(C(C)C)C(C)C.[N:10]1[CH:15]=[C:14]([C:16]2[CH:24]=[CH:23][C:19]([C:20]([OH:22])=O)=[CH:18][CH:17]=2)[CH:13]=[N:12][CH:11]=1.C1C=CC2N(O)N=NC=2C=1.CCN=C=NCCCN(C)C.Cl.[NH2:47][CH2:48][C:49]([N:51]1[CH2:56][CH2:55][N:54]([C:57](=[O:68])[C:58]2[CH:63]=[CH:62][CH:61]=[CH:60][C:59]=2[C:64]([F:67])([F:66])[F:65])[CH2:53][CH2:52]1)=[O:50]. The catalyst is CN(C=O)C.O. The product is [O:50]=[C:49]([N:51]1[CH2:52][CH2:53][N:54]([C:57](=[O:68])[C:58]2[CH:63]=[CH:62][CH:61]=[CH:60][C:59]=2[C:64]([F:67])([F:66])[F:65])[CH2:55][CH2:56]1)[CH2:48][NH:47][C:20](=[O:22])[C:19]1[CH:18]=[CH:17][C:16]([C:14]2[CH:13]=[N:12][CH:11]=[N:10][CH:15]=2)=[CH:24][CH:23]=1. The yield is 0.310. (2) The reactants are [OH:1][CH2:2][C@:3]([OH:20])([CH3:19])[C:4](=[O:18])[C@@H:5]([NH:10][C:11](=[O:17])[O:12][C:13]([CH3:16])([CH3:15])[CH3:14])[CH2:6][CH:7]([CH3:9])[CH3:8].Cl[S:22]([C:25]1[C:42]([CH3:43])=[CH:41][C:28]([O:29][CH2:30][C:31]([O:33][CH2:34][C:35]2[CH:40]=[CH:39][CH:38]=[CH:37][CH:36]=2)=[O:32])=[CH:27][C:26]=1[CH3:44])(=[O:24])=[O:23].CCN(CC)CC. The catalyst is C(Cl)Cl.CN(C1C=CN=CC=1)C. The product is [C:13]([O:12][C:11]([NH:10][C@@H:5]([CH2:6][CH:7]([CH3:9])[CH3:8])[C:4](=[O:18])[C@@:3]([OH:20])([CH3:19])[CH2:2][O:1][S:22]([C:25]1[C:26]([CH3:44])=[CH:27][C:28]([O:29][CH2:30][C:31]([O:33][CH2:34][C:35]2[CH:36]=[CH:37][CH:38]=[CH:39][CH:40]=2)=[O:32])=[CH:41][C:42]=1[CH3:43])(=[O:24])=[O:23])=[O:17])([CH3:14])([CH3:16])[CH3:15]. The yield is 0.348. (3) The reactants are [Cl:1][C:2]1[CH:3]=[CH:4][C:5]([N:9]2[C:17]3[CH:16]=[C:15]([C:18]4[CH:19]=[N:20][CH:21]=[C:22]([CH2:24][CH3:25])[CH:23]=4)[N:14]=[CH:13][C:12]=3[CH:11]=[N:10]2)=[N:6][C:7]=1F.[NH:26]1[CH2:31][CH2:30][CH2:29][C@H:28]([NH:32][C:33](=[O:39])[O:34][C:35]([CH3:38])([CH3:37])[CH3:36])[CH2:27]1.CN1CCOCC1.O. The catalyst is CN1CCCC1=O. The product is [Cl:1][C:2]1[C:7]([N:26]2[CH2:31][CH2:30][CH2:29][C@H:28]([NH:32][C:33](=[O:39])[O:34][C:35]([CH3:37])([CH3:36])[CH3:38])[CH2:27]2)=[N:6][C:5]([N:9]2[C:17]3[CH:16]=[C:15]([C:18]4[CH:19]=[N:20][CH:21]=[C:22]([CH2:24][CH3:25])[CH:23]=4)[N:14]=[CH:13][C:12]=3[CH:11]=[N:10]2)=[CH:4][CH:3]=1. The yield is 0.800. (4) The reactants are Cl[C:2]1[CH:7]=[C:6]([O:8][CH2:9][C:10]2[CH:11]=[N:12][C:13]([CH3:16])=[CH:14][CH:15]=2)[CH:5]=[CH:4][N:3]=1.C([O-])(=[O:19])C.[NH4+]. The catalyst is C(O)=O.O. The product is [CH3:16][C:13]1[N:12]=[CH:11][C:10]([CH2:9][O:8][C:6]2[CH:5]=[CH:4][NH:3][C:2](=[O:19])[CH:7]=2)=[CH:15][CH:14]=1. The yield is 0.770.